Dataset: Full USPTO retrosynthesis dataset with 1.9M reactions from patents (1976-2016). Task: Predict the reactants needed to synthesize the given product. (1) Given the product [F:36][C:33]([F:34])([F:35])[C:31]1[CH:32]=[C:27]([CH2:26][O:25][C@H:10]2[CH2:11][CH2:12][C@@H:13]3[NH:8][C@@:9]2([C:41]2[CH:46]=[CH:45][CH:44]=[CH:43][CH:42]=2)[CH2:15][C@H:14]3[S:16]([C:19]2[CH:20]=[CH:21][CH:22]=[CH:23][CH:24]=2)(=[O:18])=[O:17])[CH:28]=[C:29]([C:37]([F:40])([F:38])[F:39])[CH:30]=1, predict the reactants needed to synthesize it. The reactants are: C([N:8]1[C@@H:13]2[C@H:14]([S:16]([C:19]3[CH:24]=[CH:23][CH:22]=[CH:21][CH:20]=3)(=[O:18])=[O:17])[CH2:15][C@@:9]1([C:41]1[CH:46]=[CH:45][CH:44]=[CH:43][CH:42]=1)[C@@H:10]([O:25][CH2:26][C:27]1[CH:32]=[C:31]([C:33]([F:36])([F:35])[F:34])[CH:30]=[C:29]([C:37]([F:40])([F:39])[F:38])[CH:28]=1)[CH:11]=[CH:12]2)C1C=CC=CC=1. (2) Given the product [C:1]1([CH:7]2[CH2:21][N:25]([CH2:24][C:23]([F:28])([F:27])[F:22])[N:26]=[C:8]2[C:10]2[CH:20]=[CH:19][C:13]3[O:14][CH2:15][C:16](=[O:18])[NH:17][C:12]=3[CH:11]=2)[CH:6]=[CH:5][CH:4]=[CH:3][CH:2]=1, predict the reactants needed to synthesize it. The reactants are: [C:1]1([C:7](=[CH2:21])[C:8]([C:10]2[CH:20]=[CH:19][C:13]3[O:14][CH2:15][C:16](=[O:18])[NH:17][C:12]=3[CH:11]=2)=O)[CH:6]=[CH:5][CH:4]=[CH:3][CH:2]=1.[F:22][C:23]([F:28])([F:27])[CH2:24][NH:25][NH2:26]. (3) Given the product [Cl:14][CH2:13][C:5]1[O:4][C:3]([C:7]([O:9][CH3:10])=[O:8])=[C:2]([CH3:1])[CH:6]=1, predict the reactants needed to synthesize it. The reactants are: [CH3:1][C:2]1[CH:6]=[CH:5][O:4][C:3]=1[C:7]([O:9][CH3:10])=[O:8].C=O.[CH2:13](Cl)[Cl:14]. (4) The reactants are: [O:1]1[CH2:6][CH2:5][N:4]([CH2:7][CH2:8][OH:9])[CH2:3][CH2:2]1.C(NC(C)C)(C)C.[I:17][C:18]1[CH:26]=[CH:25][C:21]([C:22](Cl)=[O:23])=[CH:20][CH:19]=1.NCCN(CCN)CCN. Given the product [I:17][C:18]1[CH:26]=[CH:25][C:21]([C:22]([O:9][CH2:8][CH2:7][N:4]2[CH2:5][CH2:6][O:1][CH2:2][CH2:3]2)=[O:23])=[CH:20][CH:19]=1, predict the reactants needed to synthesize it.